Dataset: NCI-60 drug combinations with 297,098 pairs across 59 cell lines. Task: Regression. Given two drug SMILES strings and cell line genomic features, predict the synergy score measuring deviation from expected non-interaction effect. (1) Drug 1: C1=CC(=CC=C1CC(C(=O)O)N)N(CCCl)CCCl.Cl. Drug 2: CC1CCC2CC(C(=CC=CC=CC(CC(C(=O)C(C(C(=CC(C(=O)CC(OC(=O)C3CCCCN3C(=O)C(=O)C1(O2)O)C(C)CC4CCC(C(C4)OC)O)C)C)O)OC)C)C)C)OC. Cell line: K-562. Synergy scores: CSS=39.8, Synergy_ZIP=-4.15, Synergy_Bliss=3.62, Synergy_Loewe=-0.273, Synergy_HSA=3.74. (2) Drug 1: CC12CCC(CC1=CCC3C2CCC4(C3CC=C4C5=CN=CC=C5)C)O. Drug 2: CC12CCC3C(C1CCC2OP(=O)(O)O)CCC4=C3C=CC(=C4)OC(=O)N(CCCl)CCCl.[Na+]. Cell line: K-562. Synergy scores: CSS=8.83, Synergy_ZIP=-6.17, Synergy_Bliss=-9.47, Synergy_Loewe=-14.6, Synergy_HSA=-10.2. (3) Drug 1: C1=CC(=CC=C1CC(C(=O)O)N)N(CCCl)CCCl.Cl. Drug 2: CC1C(C(CC(O1)OC2CC(CC3=C2C(=C4C(=C3O)C(=O)C5=C(C4=O)C(=CC=C5)OC)O)(C(=O)CO)O)N)O.Cl. Cell line: A549. Synergy scores: CSS=41.5, Synergy_ZIP=-1.13, Synergy_Bliss=-3.12, Synergy_Loewe=-4.13, Synergy_HSA=-0.536. (4) Drug 1: C1=NC2=C(N=C(N=C2N1C3C(C(C(O3)CO)O)F)Cl)N. Drug 2: CC1=C(C(=CC=C1)Cl)NC(=O)C2=CN=C(S2)NC3=CC(=NC(=N3)C)N4CCN(CC4)CCO. Cell line: CCRF-CEM. Synergy scores: CSS=62.4, Synergy_ZIP=0.354, Synergy_Bliss=-3.26, Synergy_Loewe=-7.44, Synergy_HSA=-7.40. (5) Drug 1: CC1=C(C(CCC1)(C)C)C=CC(=CC=CC(=CC(=O)O)C)C. Drug 2: CC1=C(N=C(N=C1N)C(CC(=O)N)NCC(C(=O)N)N)C(=O)NC(C(C2=CN=CN2)OC3C(C(C(C(O3)CO)O)O)OC4C(C(C(C(O4)CO)O)OC(=O)N)O)C(=O)NC(C)C(C(C)C(=O)NC(C(C)O)C(=O)NCCC5=NC(=CS5)C6=NC(=CS6)C(=O)NCCC[S+](C)C)O. Cell line: NCI-H460. Synergy scores: CSS=34.7, Synergy_ZIP=1.83, Synergy_Bliss=1.97, Synergy_Loewe=-20.1, Synergy_HSA=2.40.